This data is from Forward reaction prediction with 1.9M reactions from USPTO patents (1976-2016). The task is: Predict the product of the given reaction. (1) Given the reactants [CH:1]1([NH:7][C:8]2[N:13]=[CH:12][N:11]=[C:10]([C:14]([OH:16])=O)[CH:9]=2)[CH2:6][CH2:5][CH2:4][CH2:3][CH2:2]1.[NH2:17][C:18]1[CH:23]=[CH:22][C:21]([NH:24][S:25]([CH3:28])(=[O:27])=[O:26])=[CH:20][CH:19]=1, predict the reaction product. The product is: [CH:1]1([NH:7][C:8]2[N:13]=[CH:12][N:11]=[C:10]([C:14]([NH:17][C:18]3[CH:23]=[CH:22][C:21]([NH:24][S:25]([CH3:28])(=[O:27])=[O:26])=[CH:20][CH:19]=3)=[O:16])[CH:9]=2)[CH2:2][CH2:3][CH2:4][CH2:5][CH2:6]1. (2) Given the reactants [N+:1]([C:4]1[CH:5]=[C:6]([CH2:10][C:11]#[N:12])[CH:7]=[CH:8][CH:9]=1)([O-:3])=[O:2].C1(C)C=CC(S(O)(=O)=O)=CC=1.[CH2:24](N)[CH2:25][NH2:26].[OH-].[Na+].[ClH:30], predict the reaction product. The product is: [ClH:30].[N+:1]([C:4]1[CH:5]=[C:6]([CH:7]=[CH:8][CH:9]=1)[CH2:10][C:11]1[NH:26][CH2:25][CH2:24][N:12]=1)([O-:3])=[O:2]. (3) Given the reactants [Sb:1].[C:2]([OH:11])(=[O:10])[C@@H:3]([C@H:5]([C:7]([OH:9])=[O:8])[OH:6])[OH:4].O=[Sb:13]O[Sb]=O, predict the reaction product. The product is: [C:7]([CH:5]([CH:3]([C:2]([O-:11])=[O:10])[OH:4])[OH:6])([O-:9])=[O:8].[Sb+3:13].[C:7]([CH:5]([CH:3]([C:2]([O-:11])=[O:10])[OH:4])[OH:6])([O-:9])=[O:8].[C:7]([CH:5]([CH:3]([C:2]([O-:11])=[O:10])[OH:4])[OH:6])([O-:9])=[O:8].[Sb+3:1]. (4) Given the reactants C(O[C:6]([N:8]1[CH:12]([CH2:13][O:14][C:15]2[CH:24]=[CH:23][C:18]([C:19]([O:21][CH3:22])=[O:20])=[CH:17][CH:16]=2)[CH2:11][S:10][CH2:9]1)=[O:7])(C)(C)C.C(O)(C(F)(F)F)=[O:26].[CH:32]1[CH:33]=[CH:34][C:35]2N(O)N=[N:38][C:36]=2[CH:37]=1.C([N:44]([CH2:47]C)[CH2:45][CH3:46])C.CCN=C=N[CH2:54][CH2:55][CH2:56]N(C)C.[ClH:60].C1[CH2:65][O:64][CH2:63][CH2:62]1, predict the reaction product. The product is: [Cl:60][C:37]1[CH:32]=[CH:33][CH:34]=[CH:35][C:36]=1[NH:38][C:47](=[O:26])[NH:44][C:45]1[CH:46]=[CH:56][C:55]([CH2:54][C:6]([N:8]2[CH:12]([CH2:13][O:14][C:15]3[CH:16]=[CH:17][C:18]([C:19]([O:21][CH3:22])=[O:20])=[CH:23][CH:24]=3)[CH2:11][S:10][CH2:9]2)=[O:7])=[CH:62][C:63]=1[O:64][CH3:65]. (5) Given the reactants [N:1]1[C:10]2[C:5](=[CH:6][CH:7]=[CH:8][CH:9]=2)[CH:4]=[CH:3][C:2]=1[CH2:11][O:12][C:13]1[CH:18]=[CH:17][C:16]([C:19]2[CH:24]=[CH:23][CH:22]=[CH:21][C:20]=2OS(C(F)(F)F)(=O)=O)=[CH:15][CH:14]=1.[N:33]1[CH:38]=[CH:37][C:36](B(O)O)=[CH:35][C:34]=1[CH3:42].C([O-])([O-])=O.[Na+].[Na+], predict the reaction product. The product is: [CH3:42][C:34]1[CH:35]=[C:36]([C:20]2[CH:21]=[CH:22][CH:23]=[CH:24][C:19]=2[C:16]2[CH:17]=[CH:18][C:13]([O:12][CH2:11][C:2]3[CH:3]=[CH:4][C:5]4[C:10](=[CH:9][CH:8]=[CH:7][CH:6]=4)[N:1]=3)=[CH:14][CH:15]=2)[CH:37]=[CH:38][N:33]=1. (6) Given the reactants [Br:1][C:2]1[CH:7]=[C:6]([F:8])[C:5]([N+:9]([O-:11])=[O:10])=[CH:4][C:3]=1[NH2:12].[C:13](Cl)(Cl)=[O:14].[N:17]([Si](C)(C)C)=[N+:18]=[N-:19], predict the reaction product. The product is: [Br:1][C:2]1[CH:7]=[C:6]([F:8])[C:5]([N+:9]([O-:11])=[O:10])=[CH:4][C:3]=1[N:12]1[C:13](=[O:14])[NH:19][N:18]=[N:17]1. (7) Given the reactants [Br:1][C:2]1[CH:7]=[CH:6][C:5]([C:8]2[C:17](=[O:18])[C:16]3[C:11](=[CH:12][C:13]([OH:20])=[C:14]([Cl:19])[CH:15]=3)[O:10][CH:9]=2)=[CH:4][CH:3]=1.C1N2CN3CN(C2)CN1C3.Cl.O.[C:33](O)(=[O:35])C, predict the reaction product. The product is: [Br:1][C:2]1[CH:3]=[CH:4][C:5]([C:8]2[C:17](=[O:18])[C:16]3[C:11](=[C:12]([CH:33]=[O:35])[C:13]([OH:20])=[C:14]([Cl:19])[CH:15]=3)[O:10][CH:9]=2)=[CH:6][CH:7]=1.